This data is from Full USPTO retrosynthesis dataset with 1.9M reactions from patents (1976-2016). The task is: Predict the reactants needed to synthesize the given product. The reactants are: [NH2:1][C:2]1[N:6]([CH3:7])[C:5](=[O:8])[C:4]([C:19]2[CH:24]=[CH:23][CH:22]=[C:21](Br)[CH:20]=2)([C:9]2[CH:14]=[CH:13][C:12]([Si:15]([CH3:18])([CH3:17])[CH3:16])=[CH:11][CH:10]=2)[N:3]=1.C([Sn](CCCC)(CCCC)[C:31]1[CH:36]=[N:35][CH:34]=[CH:33][N:32]=1)CCC. Given the product [NH2:1][C:2]1[N:6]([CH3:7])[C:5](=[O:8])[C:4]([C:19]2[CH:24]=[CH:23][CH:22]=[C:21]([C:31]3[CH:36]=[N:35][CH:34]=[CH:33][N:32]=3)[CH:20]=2)([C:9]2[CH:14]=[CH:13][C:12]([Si:15]([CH3:18])([CH3:17])[CH3:16])=[CH:11][CH:10]=2)[N:3]=1, predict the reactants needed to synthesize it.